From a dataset of Peptide-MHC class II binding affinity with 134,281 pairs from IEDB. Regression. Given a peptide amino acid sequence and an MHC pseudo amino acid sequence, predict their binding affinity value. This is MHC class II binding data. (1) The peptide sequence is EMPSEEGYQDYEPEA. The MHC is HLA-DPA10103-DPB10401 with pseudo-sequence HLA-DPA10103-DPB10401. The binding affinity (normalized) is 0.0515. (2) The peptide sequence is SPALFLSFLYTLELK. The MHC is DRB1_0101 with pseudo-sequence DRB1_0101. The binding affinity (normalized) is 0.932. (3) The peptide sequence is GAGVMVEGVFHTLWHTTK. The MHC is DRB1_0101 with pseudo-sequence DRB1_0101. The binding affinity (normalized) is 0.174. (4) The binding affinity (normalized) is 0.594. The peptide sequence is EFKLLSEEKVPWDQV. The MHC is DRB5_0101 with pseudo-sequence DRB5_0101. (5) The peptide sequence is AAATAGTTVYGAFAA. The MHC is HLA-DQA10101-DQB10501 with pseudo-sequence HLA-DQA10101-DQB10501. The binding affinity (normalized) is 0.0141. (6) The peptide sequence is PEFSELFAAFPSFAG. The MHC is DRB1_0301 with pseudo-sequence DRB1_0301. The binding affinity (normalized) is 0.178. (7) The peptide sequence is SDQGCSSALGSGPYG. The MHC is DRB1_0301 with pseudo-sequence DRB1_0301. The binding affinity (normalized) is 0. (8) The peptide sequence is EAAFNKAIKESTGGA. The MHC is HLA-DPA10201-DPB10101 with pseudo-sequence HLA-DPA10201-DPB10101. The binding affinity (normalized) is 0.0383.